Dataset: Reaction yield outcomes from USPTO patents with 853,638 reactions. Task: Predict the reaction yield, written as a fraction of the theoretical maximum amount of product (1.0 means a 100% yield; for example, 0.34 means a 34% yield). (1) The reactants are C([O:3][C:4]([C:6]1[S:14][C:13]2[CH2:12][CH2:11][N:10]([C:15](OCC)=O)[CH2:9][C:8]=2[CH:7]=1)=O)C.[H-].[H-].[H-].[H-].[Li+].[Al+3]. The catalyst is C1COCC1. The product is [CH3:15][N:10]1[CH2:11][CH2:12][C:13]2[S:14][C:6]([CH2:4][OH:3])=[CH:7][C:8]=2[CH2:9]1. The yield is 0.980. (2) The reactants are [CH3:1][O:2][C:3]([C:5]1[C:13]([NH:14][C:15]2[CH:20]=[CH:19][CH:18]=[CH:17][C:16]=2[CH3:21])=[C:12]([F:22])[C:8]2[NH:9][CH:10]=[N:11][C:7]=2[CH:6]=1)=[O:4].C1COCC1.CO.C1C(=O)N([Br:37])C(=O)C1.CC1C=CC(S(O)(=O)=O)=CC=1.O. The catalyst is CO. The product is [CH3:1][O:2][C:3]([C:5]1[C:13]([NH:14][C:15]2[CH:20]=[CH:19][C:18]([Br:37])=[CH:17][C:16]=2[CH3:21])=[C:12]([F:22])[C:8]2[NH:9][CH:10]=[N:11][C:7]=2[CH:6]=1)=[O:4]. The yield is 0.790. (3) The reactants are Cl[C:2]1[CH:3]=[C:4]([NH:11][C:12]2[CH:17]=[CH:16][CH:15]=[C:14]([N:18]3[CH2:22][CH2:21][CH2:20][CH:19]3[CH3:23])[N:13]=2)[C:5]2[N:6]([CH:8]=[CH:9][N:10]=2)[N:7]=1.[C:24]([C:28]1[CH:33]=[CH:32][C:31](B(O)O)=[CH:30][CH:29]=1)([CH3:27])([CH3:26])[CH3:25].C([O-])([O-])=O.[Na+].[Na+].CC(C1C=C(C(C)C)C(C2C=CC=CC=2P(C2CCCCC2)C2CCCCC2)=C(C(C)C)C=1)C. The catalyst is O1CCOCC1.O.C1C=CC(/C=C/C(/C=C/C2C=CC=CC=2)=O)=CC=1.C1C=CC(/C=C/C(/C=C/C2C=CC=CC=2)=O)=CC=1.[Pd]. The product is [C:24]([C:28]1[CH:33]=[CH:32][C:31]([C:2]2[CH:3]=[C:4]([NH:11][C:12]3[CH:17]=[CH:16][CH:15]=[C:14]([N:18]4[CH2:22][CH2:21][CH2:20][CH:19]4[CH3:23])[N:13]=3)[C:5]3[N:6]([CH:8]=[CH:9][N:10]=3)[N:7]=2)=[CH:30][CH:29]=1)([CH3:27])([CH3:26])[CH3:25]. The yield is 0.380. (4) The reactants are C(=O)([O-])[O-].[K+].[K+].[C:7](Cl)(=[O:9])[CH3:8].[N+:11]([C:14]1[CH:19]=[CH:18][C:17]([N:20]2[CH2:25][CH2:24][NH:23][CH2:22][CH2:21]2)=[CH:16][CH:15]=1)([O-:13])=[O:12]. The catalyst is ClCCl. The product is [C:7]([N:23]1[CH2:24][CH2:25][N:20]([C:17]2[CH:16]=[CH:15][C:14]([N+:11]([O-:13])=[O:12])=[CH:19][CH:18]=2)[CH2:21][CH2:22]1)(=[O:9])[CH3:8]. The yield is 0.720. (5) The reactants are [Br:1][C:2]1[CH:7]=[CH:6][C:5]([S:8]([N:11]2[CH2:18][CH2:17][C:14]3([O:16][CH2:15]3)[CH2:13][CH2:12]2)(=[O:10])=[O:9])=[CH:4][CH:3]=1.[CH:19]1([NH2:23])[CH2:22][CH2:21][CH2:20]1.[Al]. The catalyst is C(O)C. The product is [Br:1][C:2]1[CH:7]=[CH:6][C:5]([S:8]([N:11]2[CH2:18][CH2:17][C:14]([CH2:15][NH:23][CH:19]3[CH2:22][CH2:21][CH2:20]3)([OH:16])[CH2:13][CH2:12]2)(=[O:10])=[O:9])=[CH:4][CH:3]=1. The yield is 0.610. (6) The reactants are [CH2:1]([NH:3][C:4]1[CH:9]=[C:8]([N:10]2[CH2:15][CH2:14][NH:13][CH2:12][CH2:11]2)[CH:7]=[CH:6][C:5]=1[N+:16]([O-:18])=[O:17])[CH3:2].[OH-].[Na+].[C:21]([O:25][C:26](O[C:26]([O:25][C:21]([CH3:24])([CH3:23])[CH3:22])=[O:27])=[O:27])([CH3:24])([CH3:23])[CH3:22].Cl. The catalyst is C1COCC1.O. The product is [CH2:1]([NH:3][C:4]1[CH:9]=[C:8]([N:10]2[CH2:11][CH2:12][N:13]([C:26]([O:25][C:21]([CH3:24])([CH3:23])[CH3:22])=[O:27])[CH2:14][CH2:15]2)[CH:7]=[CH:6][C:5]=1[N+:16]([O-:18])=[O:17])[CH3:2]. The yield is 0.980.